This data is from Full USPTO retrosynthesis dataset with 1.9M reactions from patents (1976-2016). The task is: Predict the reactants needed to synthesize the given product. (1) Given the product [F:1][C:2]1[CH:3]=[C:4]([CH2:5][N:29]2[CH2:32][CH:31]([C:33]([O:35][CH3:36])=[O:34])[CH2:30]2)[CH:7]=[CH:8][C:9]=1[C:10]1[S:11][C:12]2[C:17]([N:18]=1)=[CH:16][CH:15]=[C:14]([C:19]1([C:22]3[CH:23]=[CH:24][CH:25]=[CH:26][CH:27]=3)[CH2:20][CH2:21]1)[N:13]=2, predict the reactants needed to synthesize it. The reactants are: [F:1][C:2]1[CH:3]=[C:4]([CH:7]=[CH:8][C:9]=1[C:10]1[S:11][C:12]2[C:17]([N:18]=1)=[CH:16][CH:15]=[C:14]([C:19]1([C:22]3[CH:27]=[CH:26][CH:25]=[CH:24][CH:23]=3)[CH2:21][CH2:20]1)[N:13]=2)[CH:5]=O.Cl.[NH:29]1[CH2:32][CH:31]([C:33]([O:35][CH3:36])=[O:34])[CH2:30]1. (2) Given the product [F:1][C:2]([F:16])([F:17])[C:3]([NH:5][CH2:6][CH2:7][C:8]1[CH:9]=[C:10]([O:14][CH3:15])[CH:11]=[CH:12][C:13]=1[I:23])=[O:4], predict the reactants needed to synthesize it. The reactants are: [F:1][C:2]([F:17])([F:16])[C:3]([NH:5][CH2:6][CH2:7][C:8]1[CH:13]=[CH:12][CH:11]=[C:10]([O:14][CH3:15])[CH:9]=1)=[O:4].C([O-])([O-])=O.[Ca+2].[I:23]Cl. (3) Given the product [C:24]([C:27]1[CH:32]=[CH:31][C:30]([C:2]2[C:11]([O:12][CH3:13])=[C:10]3[C:5]([CH:6]=[N:7][C:8]([NH:14][CH3:15])=[N:9]3)=[C:4]([C:16]3[CH:21]=[CH:20][C:19]([Cl:22])=[C:18]([Cl:23])[CH:17]=3)[CH:3]=2)=[CH:29][CH:28]=1)([OH:26])=[O:25], predict the reactants needed to synthesize it. The reactants are: Br[C:2]1[C:11]([O:12][CH3:13])=[C:10]2[C:5]([CH:6]=[N:7][C:8]([NH:14][CH3:15])=[N:9]2)=[C:4]([C:16]2[CH:21]=[CH:20][C:19]([Cl:22])=[C:18]([Cl:23])[CH:17]=2)[CH:3]=1.[C:24]([C:27]1[CH:32]=[CH:31][C:30](B(O)O)=[CH:29][CH:28]=1)([OH:26])=[O:25]. (4) Given the product [CH3:35][C:34]1([CH3:36])[CH2:33][C:32]2[C:27](=[CH:28][CH:29]=[C:30]([C:37]([O:39][CH3:40])=[O:38])[CH:31]=2)[N:26]=[C:25]1[C:21]1[CH:22]=[CH:23][CH:24]=[C:19]([S:16]([N:1]2[CH2:5][CH2:4][CH2:3][CH2:2]2)(=[O:18])=[O:17])[CH:20]=1, predict the reactants needed to synthesize it. The reactants are: [NH:1]1[CH2:5][CH2:4][CH2:3][CH2:2]1.C(N(CC)C(C)C)(C)C.Cl[S:16]([C:19]1[CH:20]=[C:21]([C:25]2[C:34]([CH3:36])([CH3:35])[CH2:33][C:32]3[C:27](=[CH:28][CH:29]=[C:30]([C:37]([O:39][CH3:40])=[O:38])[CH:31]=3)[N:26]=2)[CH:22]=[CH:23][CH:24]=1)(=[O:18])=[O:17]. (5) Given the product [CH3:26][N:27]1[CH:31]=[C:30]([S:32]([N:23]2[CH2:24][CH2:25][CH:20]([C:11]3[C:10]4[C:14](=[C:15]([C:17]([NH2:19])=[O:18])[CH:16]=[C:8]([C:2]5[CH:3]=[CH:4][CH:5]=[CH:6][CH:7]=5)[CH:9]=4)[NH:13][N:12]=3)[CH2:21][CH2:22]2)(=[O:34])=[O:33])[N:29]=[CH:28]1, predict the reactants needed to synthesize it. The reactants are: Cl.[C:2]1([C:8]2[CH:9]=[C:10]3[C:14](=[C:15]([C:17]([NH2:19])=[O:18])[CH:16]=2)[NH:13][N:12]=[C:11]3[CH:20]2[CH2:25][CH2:24][NH:23][CH2:22][CH2:21]2)[CH:7]=[CH:6][CH:5]=[CH:4][CH:3]=1.[CH3:26][N:27]1[CH:31]=[C:30]([S:32](Cl)(=[O:34])=[O:33])[N:29]=[CH:28]1.C(N(CC)CC)C. (6) Given the product [CH3:48][O:47][C:41]1[CH:40]=[C:39]([C:35]([C:29]2[CH:30]=[CH:31][C:32]([O:33][CH3:34])=[C:27]([OH:26])[CH:28]=2)=[CH:36][C:37]#[N:38])[CH:44]=[C:43]([O:45][CH3:46])[CH:42]=1, predict the reactants needed to synthesize it. The reactants are: [F-].C([N+](CCCC)(CCCC)CCCC)CCC.[Si]([O:26][C:27]1[CH:28]=[C:29]([C:35]([C:39]2[CH:44]=[C:43]([O:45][CH3:46])[CH:42]=[C:41]([O:47][CH3:48])[CH:40]=2)=[CH:36][C:37]#[N:38])[CH:30]=[CH:31][C:32]=1[O:33][CH3:34])(C(C)(C)C)(C)C.CCOCC. (7) Given the product [C:85]([OH:86])([C:19]([F:22])([F:21])[F:20])=[O:88].[CH3:23][O:24][C:25]1[CH:31]=[C:30]([N:32]2[CH2:33][CH2:34][N:35]([CH3:38])[CH2:36][CH2:37]2)[CH:29]=[CH:28][C:26]=1[NH:27][C:2]1[CH:7]=[C:6]([NH:8][C:9]2[CH:18]=[CH:17][CH:16]=[CH:15][C:10]=2[C:11]([NH:13][CH3:14])=[O:12])[C:5]([C:19]([F:22])([F:21])[F:20])=[CH:4][N:3]=1, predict the reactants needed to synthesize it. The reactants are: Cl[C:2]1[CH:7]=[C:6]([NH:8][C:9]2[CH:18]=[CH:17][CH:16]=[CH:15][C:10]=2[C:11]([NH:13][CH3:14])=[O:12])[C:5]([C:19]([F:22])([F:21])[F:20])=[CH:4][N:3]=1.[CH3:23][O:24][C:25]1[CH:31]=[C:30]([N:32]2[CH2:37][CH2:36][N:35]([CH3:38])[CH2:34][CH2:33]2)[CH:29]=[CH:28][C:26]=1[NH2:27].C1C=CC(P(C2C(C3C(P(C4C=CC=CC=4)C4C=CC=CC=4)=CC=C4C=3C=CC=C4)=C3C(C=CC=C3)=CC=2)C2C=CC=CC=2)=CC=1.[C:85](=[O:88])([O-])[O-:86].[Cs+].[Cs+].